From a dataset of Full USPTO retrosynthesis dataset with 1.9M reactions from patents (1976-2016). Predict the reactants needed to synthesize the given product. Given the product [O:1]([CH2:8][C@@H:9]1[CH2:12][CH2:11][N:10]1[S:14]([C:17]1[CH:18]=[C:19]2[C:23](=[CH:24][CH:25]=1)[NH:22][C:21](=[O:26])[C:20]2=[O:27])(=[O:15])=[O:16])[C:2]1[CH:3]=[CH:4][CH:5]=[CH:6][CH:7]=1, predict the reactants needed to synthesize it. The reactants are: [O:1]([CH2:8][C@@H:9]1C[CH2:12][CH2:11][N:10]1[S:14]([C:17]1[CH:18]=[C:19]2[C:23](=[CH:24][CH:25]=1)[NH:22][C:21](=[O:26])[C:20]2=[O:27])(=[O:16])=[O:15])[C:2]1[CH:7]=[CH:6][CH:5]=[CH:4][CH:3]=1.O(C[C@@H]1CCN1C(OC(C)(C)C)=O)C1C=CC=CC=1.